This data is from Full USPTO retrosynthesis dataset with 1.9M reactions from patents (1976-2016). The task is: Predict the reactants needed to synthesize the given product. (1) Given the product [Br:12][C:13]1[C:22]2[C:17](=[CH:18][CH:19]=[CH:20][CH:21]=2)[C:16]([O:8][CH:6]2[CH2:7][N:2]([CH3:1])[CH2:3][C:4]3[CH:11]=[CH:10][S:9][C:5]2=3)=[CH:15][CH:14]=1, predict the reactants needed to synthesize it. The reactants are: [CH3:1][N:2]1[CH2:7][CH:6]([OH:8])[C:5]2[S:9][CH:10]=[CH:11][C:4]=2[CH2:3]1.[Br:12][C:13]1[C:22]2[C:17](=[CH:18][CH:19]=[CH:20][CH:21]=2)[C:16](F)=[CH:15][CH:14]=1. (2) Given the product [F:1][C:2]1[CH:3]=[C:4]([CH:16]=[CH:17][CH:18]=1)[CH2:5][C:6]1[O:10][N:9]=[C:8]([C:11]([OH:13])=[O:12])[CH:7]=1, predict the reactants needed to synthesize it. The reactants are: [F:1][C:2]1[CH:3]=[C:4]([CH:16]=[CH:17][CH:18]=1)[CH2:5][C:6]1[O:10][N:9]=[C:8]([C:11]([O:13]CC)=[O:12])[CH:7]=1.[OH-].[Na+]. (3) The reactants are: Cl.[C:2]([C:4]1([C:10]2[CH:15]=[CH:14][CH:13]=[CH:12][CH:11]=2)[CH2:9][CH2:8][NH:7][CH2:6][CH2:5]1)#[N:3].C1CCN2C(=NCCC2)CC1.[NH:27]1[C:35]2[C:30](=[CH:31][CH:32]=[CH:33][CH:34]=2)[C:29]([NH:36][C:37](=O)[O:38]CC)=[N:28]1. Given the product [NH:27]1[C:35]2[C:30](=[CH:31][CH:32]=[CH:33][CH:34]=2)[C:29]([NH:36][C:37]([N:7]2[CH2:6][CH2:5][C:4]([C:2]#[N:3])([C:10]3[CH:15]=[CH:14][CH:13]=[CH:12][CH:11]=3)[CH2:9][CH2:8]2)=[O:38])=[N:28]1, predict the reactants needed to synthesize it.